From a dataset of NCI-60 drug combinations with 297,098 pairs across 59 cell lines. Regression. Given two drug SMILES strings and cell line genomic features, predict the synergy score measuring deviation from expected non-interaction effect. (1) Cell line: NCI-H522. Synergy scores: CSS=43.4, Synergy_ZIP=4.47, Synergy_Bliss=5.59, Synergy_Loewe=-4.87, Synergy_HSA=6.86. Drug 1: CS(=O)(=O)C1=CC(=C(C=C1)C(=O)NC2=CC(=C(C=C2)Cl)C3=CC=CC=N3)Cl. Drug 2: COC1=C(C=C2C(=C1)N=CN=C2NC3=CC(=C(C=C3)F)Cl)OCCCN4CCOCC4. (2) Drug 1: CC1=C2C(C(=O)C3(C(CC4C(C3C(C(C2(C)C)(CC1OC(=O)C(C(C5=CC=CC=C5)NC(=O)OC(C)(C)C)O)O)OC(=O)C6=CC=CC=C6)(CO4)OC(=O)C)OC)C)OC. Drug 2: CN(C)N=NC1=C(NC=N1)C(=O)N. Cell line: NCI-H226. Synergy scores: CSS=13.6, Synergy_ZIP=-13.9, Synergy_Bliss=-10.6, Synergy_Loewe=-39.7, Synergy_HSA=-12.0. (3) Drug 1: C1CCC(C(C1)N)N.C(=O)(C(=O)[O-])[O-].[Pt+4]. Drug 2: CCC1(C2=C(COC1=O)C(=O)N3CC4=CC5=C(C=CC(=C5CN(C)C)O)N=C4C3=C2)O.Cl. Cell line: CCRF-CEM. Synergy scores: CSS=81.6, Synergy_ZIP=1.92, Synergy_Bliss=0.882, Synergy_Loewe=1.92, Synergy_HSA=5.26. (4) Drug 1: C1CCC(C1)C(CC#N)N2C=C(C=N2)C3=C4C=CNC4=NC=N3. Drug 2: COC1=C(C=C2C(=C1)N=CN=C2NC3=CC(=C(C=C3)F)Cl)OCCCN4CCOCC4. Cell line: SR. Synergy scores: CSS=60.5, Synergy_ZIP=5.81, Synergy_Bliss=3.48, Synergy_Loewe=2.65, Synergy_HSA=3.14. (5) Drug 2: CN1C2=C(C=C(C=C2)N(CCCl)CCCl)N=C1CCCC(=O)O.Cl. Drug 1: CCCS(=O)(=O)NC1=C(C(=C(C=C1)F)C(=O)C2=CNC3=C2C=C(C=N3)C4=CC=C(C=C4)Cl)F. Cell line: OVCAR3. Synergy scores: CSS=8.06, Synergy_ZIP=-0.470, Synergy_Bliss=0.544, Synergy_Loewe=-2.62, Synergy_HSA=-2.06.